From a dataset of Reaction yield outcomes from USPTO patents with 853,638 reactions. Predict the reaction yield, written as a fraction of the theoretical maximum amount of product (1.0 means a 100% yield; for example, 0.34 means a 34% yield). (1) The reactants are [C:1]([C:5]1[CH:10]=[CH:9][CH:8]=[C:7]([CH3:11])[C:6]=1[OH:12])([CH3:4])([CH3:3])[CH3:2].CC(C)([O-])C.[K+].Cl[N:20]1[CH:25]=[CH:24][CH:23]=[C:22]([Cl:26])[NH:21]1. The catalyst is O1CCOCC1. The product is [C:1]([C:5]1[CH:10]=[CH:9][CH:8]=[C:7]([CH3:11])[C:6]=1[O:12][C:25]1[N:20]=[N:21][C:22]([Cl:26])=[CH:23][CH:24]=1)([CH3:4])([CH3:3])[CH3:2]. The yield is 0.546. (2) The reactants are C([O:5][C:6](=O)[CH2:7][O:8][CH:9]1[C:18]2[CH:19]=[CH:20][CH:21]=[CH:22][C:17]=2[CH2:16][CH2:15][C:14]2[O:13][C:12]([CH3:23])=[N:11][C:10]1=2)(C)(C)C.[H-].[Al+3].[Li+].[H-].[H-].[H-]. The catalyst is CCOCC. The product is [CH3:23][C:12]1[O:13][C:14]2[CH2:15][CH2:16][C:17]3[CH:22]=[CH:21][CH:20]=[CH:19][C:18]=3[CH:9]([O:8][CH2:7][CH2:6][OH:5])[C:10]=2[N:11]=1. The yield is 0.910. (3) The reactants are [CH:1]([C:4]1[CH:9]=[C:8]([C:10]([F:13])([F:12])[F:11])[CH:7]=[CH:6][C:5]=1[C:14]1[O:15][CH2:16][C:17]([CH3:20])([CH3:19])[N:18]=1)([CH3:3])[CH3:2].[I:21][CH3:22]. The catalyst is CC(C)=O. The product is [I-:21].[CH:1]([C:4]1[CH:9]=[C:8]([C:10]([F:12])([F:13])[F:11])[CH:7]=[CH:6][C:5]=1[C:14]1[O:15][CH2:16][C:17]([CH3:20])([CH3:19])[N+:18]=1[CH3:22])([CH3:3])[CH3:2]. The yield is 0.890. (4) The reactants are [Br:1][C:2]1[CH:3]=[C:4]2[C:8](=[CH:9][CH:10]=1)[NH:7][C:6](=[O:11])[CH2:5]2.[CH2:12]([N:14]([CH2:28][CH3:29])[CH2:15][CH2:16][N:17]([CH3:27])[C:18]([C:20]1[NH:21][C:22]([CH:25]=O)=[CH:23][CH:24]=1)=[O:19])[CH3:13]. No catalyst specified. The product is [CH2:28]([N:14]([CH2:12][CH3:13])[CH2:15][CH2:16][N:17]([CH3:27])[C:18]([C:20]1[NH:21][C:22]([CH:25]=[C:5]2[C:4]3[C:8](=[CH:9][CH:10]=[C:2]([Br:1])[CH:3]=3)[NH:7][C:6]2=[O:11])=[CH:23][CH:24]=1)=[O:19])[CH3:29]. The yield is 0.550. (5) The reactants are [CH3:1][O:2][C:3]1[CH:28]=[CH:27][C:6]([CH2:7][N:8]([C:22]2[S:23][CH:24]=[CH:25][N:26]=2)[S:9]([C:12]2[CH:13]=[CH:14][C:15]3[NH:20][CH2:19][CH2:18][O:17][C:16]=3[CH:21]=2)(=[O:11])=[O:10])=[CH:5][CH:4]=1.F[C:30]1[CH:35]=[CH:34][CH:33]=[CH:32][C:31]=1[S:36]([CH3:39])(=[O:38])=[O:37].C(=O)([O-])[O-].[Cs+].[Cs+]. The catalyst is CN(C=O)C.O. The product is [CH3:1][O:2][C:3]1[CH:4]=[CH:5][C:6]([CH2:7][N:8]([C:22]2[S:23][CH:24]=[CH:25][N:26]=2)[S:9]([C:12]2[CH:13]=[CH:14][C:15]3[N:20]([C:30]4[CH:35]=[CH:34][CH:33]=[CH:32][C:31]=4[S:36]([CH3:39])(=[O:38])=[O:37])[CH2:19][CH2:18][O:17][C:16]=3[CH:21]=2)(=[O:11])=[O:10])=[CH:27][CH:28]=1. The yield is 0.488.